From a dataset of Catalyst prediction with 721,799 reactions and 888 catalyst types from USPTO. Predict which catalyst facilitates the given reaction. (1) Product: [C:2]1([N:8]2[CH:12]=[C:11]([C:13]([NH:15][CH2:16][CH2:17][NH:18][C:19]([CH:21]3[CH2:26][CH2:25][N:24]([C:39]([O:41][CH2:42][CH3:43])=[O:40])[CH2:23][CH2:22]3)=[O:20])=[O:14])[C:10]([C:27]([F:29])([F:30])[F:28])=[N:9]2)[CH:3]=[CH:4][CH:5]=[CH:6][CH:7]=1. Reactant: Cl.[C:2]1([N:8]2[CH:12]=[C:11]([C:13]([NH:15][CH2:16][CH2:17][NH:18][C:19]([CH:21]3[CH2:26][CH2:25][NH:24][CH2:23][CH2:22]3)=[O:20])=[O:14])[C:10]([C:27]([F:30])([F:29])[F:28])=[N:9]2)[CH:7]=[CH:6][CH:5]=[CH:4][CH:3]=1.C(N(CC)CC)C.Cl[C:39]([O:41][CH2:42][CH3:43])=[O:40]. The catalyst class is: 3. (2) Reactant: [F:1][C:2]([F:26])([F:25])[C:3]1[CH:4]=[C:5]([C:9]2[N:10]=[C:11]([CH2:14][N:15]3[CH:19]=[C:18]([C:20]([O:22]CC)=[O:21])[CH:17]=[N:16]3)[S:12][CH:13]=2)[CH:6]=[CH:7][CH:8]=1.C(O)C.[OH-].[Na+]. Product: [F:26][C:2]([F:1])([F:25])[C:3]1[CH:4]=[C:5]([C:9]2[N:10]=[C:11]([CH2:14][N:15]3[CH:19]=[C:18]([C:20]([OH:22])=[O:21])[CH:17]=[N:16]3)[S:12][CH:13]=2)[CH:6]=[CH:7][CH:8]=1. The catalyst class is: 7. (3) Reactant: [CH3:1][O:2][C:3]1[CH:36]=[C:35]([O:37][CH3:38])[CH:34]=[CH:33][C:4]=1[CH2:5][N:6]1[C:26]2[C:15]3=[CH:16][C:17]4[CH:18]=[C:19]([CH2:24][OH:25])[N:20]([CH3:23])[C:21]=4[CH:22]=[C:14]3[CH:13]=[CH:12][CH2:11][C:10]=2[C:9]([OH:27])=[C:8]([C:28]([O:30]C)=[O:29])[C:7]1=[O:32].[Li+].[I-].Cl. Product: [CH3:1][O:2][C:3]1[CH:36]=[C:35]([O:37][CH3:38])[CH:34]=[CH:33][C:4]=1[CH2:5][N:6]1[C:26]2[C:15]3=[CH:16][C:17]4[CH:18]=[C:19]([CH2:24][OH:25])[N:20]([CH3:23])[C:21]=4[CH:22]=[C:14]3[CH:13]=[CH:12][CH2:11][C:10]=2[C:9]([OH:27])=[C:8]([C:28]([OH:30])=[O:29])[C:7]1=[O:32]. The catalyst class is: 161. (4) Reactant: C(OC(=O)[NH:7][CH:8]1[CH2:13][CH2:12][N:11]([S:14]([CH3:17])(=[O:16])=[O:15])[CH2:10][CH2:9]1)(C)(C)C.[F:19][C:20]([F:25])([F:24])[C:21]([OH:23])=[O:22]. Product: [F:19][C:20]([F:25])([F:24])[C:21]([OH:23])=[O:22].[CH3:17][S:14]([N:11]1[CH2:10][CH2:9][CH:8]([NH2:7])[CH2:13][CH2:12]1)(=[O:16])=[O:15]. The catalyst class is: 2. (5) Reactant: [NH2:1][C@H:2]([C:7]([OH:9])=[O:8])C(C)(C)C.Br[CH2:11][C:12]([O:14][C:15]([CH3:18])([CH3:17])[CH3:16])=[O:13]. Product: [C:12]([O:14][C:15]([CH3:18])([CH3:17])[CH3:16])(=[O:13])[CH2:11][NH:1][CH2:2][C:7]([O:9][C:15]([CH3:18])([CH3:17])[CH3:16])=[O:8]. The catalyst class is: 10. (6) Reactant: [Cl:1][C:2]1[CH:3]=[C:4]([OH:9])[CH:5]=[CH:6][C:7]=1[CH3:8].[Cl:10][C:11]1[CH:18]=[C:17](F)[CH:16]=[CH:15][C:12]=1[C:13]#[N:14].C(=O)([O-])[O-].[K+].[K+]. Product: [Cl:10][C:11]1[CH:18]=[C:17]([O:9][C:4]2[CH:5]=[CH:6][C:7]([CH3:8])=[C:2]([Cl:1])[CH:3]=2)[CH:16]=[CH:15][C:12]=1[C:13]#[N:14]. The catalyst class is: 80.